This data is from Reaction yield outcomes from USPTO patents with 853,638 reactions. The task is: Predict the reaction yield, written as a fraction of the theoretical maximum amount of product (1.0 means a 100% yield; for example, 0.34 means a 34% yield). (1) The reactants are [CH:1]([N:4]([CH:8]([CH3:10])[CH3:9])[C:5](Cl)=[O:6])([CH3:3])[CH3:2].[Cl:11][C:12]1[C:13]([O:22][C:23]2[CH:27]=[C:26]([CH3:28])[NH:25][N:24]=2)=[N:14][CH:15]=[C:16]([C:18]([F:21])([F:20])[F:19])[CH:17]=1.Cl. The catalyst is N1C=CC=CC=1. The product is [CH:1]([N:4]([CH:8]([CH3:10])[CH3:9])[C:5]([N:25]1[C:26]([CH3:28])=[CH:27][C:23]([O:22][C:13]2[C:12]([Cl:11])=[CH:17][C:16]([C:18]([F:21])([F:20])[F:19])=[CH:15][N:14]=2)=[N:24]1)=[O:6])([CH3:3])[CH3:2]. The yield is 0.867. (2) The reactants are [CH2:1]([C:4]1[C:9]([CH3:10])=[CH:8][C:7]([CH3:11])=[CH:6][C:5]=1[OH:12])[CH:2]=[CH2:3].Cl.[OH-].[Na+]. The catalyst is CO. The product is [CH3:3][CH:2]1[CH2:1][C:4]2[C:9]([CH3:10])=[CH:8][C:7]([CH3:11])=[CH:6][C:5]=2[O:12]1. The yield is 0.500. (3) The reactants are CO[C:3](=[O:23])[C:4]1[CH:9]=[CH:8][C:7]([O:10][CH2:11][C:12]2[C:13]([C:17]3[CH:22]=[CH:21][CH:20]=[CH:19][CH:18]=3)=[N:14][O:15][CH:16]=2)=[N:6][CH:5]=1.[NH2:24][CH:25]1[CH2:30][CH2:29][O:28][CH2:27][CH2:26]1. No catalyst specified. The product is [C:17]1([C:13]2[C:12]([CH2:11][O:10][C:7]3[CH:8]=[CH:9][C:4]([C:3]([NH:24][CH:25]4[CH2:30][CH2:29][O:28][CH2:27][CH2:26]4)=[O:23])=[CH:5][N:6]=3)=[CH:16][O:15][N:14]=2)[CH:18]=[CH:19][CH:20]=[CH:21][CH:22]=1. The yield is 0.730. (4) The reactants are C(OC(=O)[NH:7][C:8]1[CH:13]=[N:12][C:11]([CH2:14][N:15]([CH2:17][CH2:18][O:19][CH3:20])[CH3:16])=[CH:10][N:9]=1)(C)(C)C.C(O)(C(F)(F)F)=O. The catalyst is C(Cl)Cl. The product is [CH3:20][O:19][CH2:18][CH2:17][N:15]([CH2:14][C:11]1[N:12]=[CH:13][C:8]([NH2:7])=[N:9][CH:10]=1)[CH3:16]. The yield is 0.380. (5) The reactants are CO[C:3]1[CH:8]=[CH:7][C:6]([CH2:9][CH2:10][CH2:11][CH2:12][C:13]2[CH:18]=[CH:17][C:16]([CH2:19][C:20]([O:22][CH3:23])=[O:21])=[CH:15][CH:14]=2)=[CH:5][CH:4]=1.IC1C=CC([C:29](O)=[O:30])=CC=1.[CH2:34]([N:43]1[CH2:48][CH2:47][NH:46][CH2:45][CH2:44]1)/[CH:35]=[CH:36]/[C:37]1[CH:42]=[CH:41][CH:40]=[CH:39][CH:38]=1.C(N(CC)CC)C.C(Cl)CCl.Cl. The catalyst is CN(C=O)C. The product is [CH2:34]([N:43]1[CH2:48][CH2:47][N:46]([C:29]([C:3]2[CH:4]=[CH:5][C:6]([CH2:9][CH2:10][CH2:11][CH2:12][C:13]3[CH:14]=[CH:15][C:16]([CH2:19][C:20]([O:22][CH3:23])=[O:21])=[CH:17][CH:18]=3)=[CH:7][CH:8]=2)=[O:30])[CH2:45][CH2:44]1)/[CH:35]=[CH:36]/[C:37]1[CH:42]=[CH:41][CH:40]=[CH:39][CH:38]=1. The yield is 0.810. (6) The reactants are CO[C:3]([C:5]1[CH:10]=[CH:9][C:8](B(O)O)=[CH:7][CH:6]=1)=O.[NH2:14][C:15]1[CH2:16][C:17]([C:27]([N:29]([CH2:33][CH2:34][CH3:35])[CH2:30][CH2:31][CH3:32])=[O:28])=[CH:18][C:19]2[CH:25]=[CH:24][C:23](Br)=[CH:22][C:20]=2[N:21]=1.[C:36](=[O:39])([O-])[O-:37].[K+].[K+].[C:42](#N)[CH3:43]. The catalyst is CCOC(C)=O.C1C=CC([P]([Pd]([P](C2C=CC=CC=2)(C2C=CC=CC=2)C2C=CC=CC=2)([P](C2C=CC=CC=2)(C2C=CC=CC=2)C2C=CC=CC=2)[P](C2C=CC=CC=2)(C2C=CC=CC=2)C2C=CC=CC=2)(C2C=CC=CC=2)C2C=CC=CC=2)=CC=1. The product is [NH2:14][C:15]1[CH2:16][C:17]([C:27](=[O:28])[N:29]([CH2:33][CH2:34][CH3:35])[CH2:30][CH2:31][CH3:32])=[CH:18][C:19]2[CH:25]=[CH:24][C:23]([C:8]3[CH:7]=[CH:6][C:5]([CH2:3][C:36]([O:37][CH2:42][CH3:43])=[O:39])=[CH:10][CH:9]=3)=[CH:22][C:20]=2[N:21]=1. The yield is 0.200. (7) The reactants are [F:1][C:2]1[CH:7]=[CH:6][C:5]([C:8]2[O:9][C:10]3[CH:20]=[CH:19][C:18]([C:21]4[C:22]([CH3:33])=[CH:23][C:24]([O:31]C)=[C:25]([CH:30]=4)[C:26]([O:28][CH3:29])=[O:27])=[CH:17][C:11]=3[C:12]=2[C:13](=[O:16])[NH:14][CH3:15])=[CH:4][CH:3]=1.B(Cl)(Cl)Cl.CO. The catalyst is C(Cl)Cl. The product is [F:1][C:2]1[CH:3]=[CH:4][C:5]([C:8]2[O:9][C:10]3[CH:20]=[CH:19][C:18]([C:21]4[C:22]([CH3:33])=[CH:23][C:24]([OH:31])=[C:25]([CH:30]=4)[C:26]([O:28][CH3:29])=[O:27])=[CH:17][C:11]=3[C:12]=2[C:13](=[O:16])[NH:14][CH3:15])=[CH:6][CH:7]=1. The yield is 0.780. (8) The reactants are [CH3:1][O:2][C:3](=[O:66])[NH:4][CH:5]([CH:60]1[CH2:65][CH2:64][NH:63][CH2:62][CH2:61]1)[C:6]([N:8]1[CH2:12][CH2:11][CH2:10][CH:9]1[C:13]1[NH:17][C:16]2[C:18]3[C:23]([CH2:24][CH2:25][C:15]=2[N:14]=1)=[CH:22][C:21]([C:26]1[CH:35]=[CH:34][C:33]2[C:28](=[CH:29][CH:30]=[C:31]([C:36]4[NH:37][C:38]([CH:41]5[CH2:45][CH2:44][CH2:43][N:42]5[C:46](=[O:59])[CH:47]([NH:54][C:55]([O:57][CH3:58])=[O:56])[C:48]5[CH:53]=[CH:52][CH:51]=[CH:50][CH:49]=5)=[N:39][CH:40]=4)[CH:32]=2)[CH:27]=1)=[CH:20][CH:19]=3)=[O:7].CCN(C(C)C)C(C)C.[CH3:76][S:77](O[S:77]([CH3:76])(=[O:79])=[O:78])(=[O:79])=[O:78]. The catalyst is C(Cl)Cl.CN(C=O)C. The product is [CH3:1][O:2][C:3](=[O:66])[NH:4][CH:5]([CH:60]1[CH2:65][CH2:64][N:63]([S:77]([CH3:76])(=[O:79])=[O:78])[CH2:62][CH2:61]1)[C:6]([N:8]1[CH2:12][CH2:11][CH2:10][CH:9]1[C:13]1[NH:17][C:16]2[C:18]3[C:23]([CH2:24][CH2:25][C:15]=2[N:14]=1)=[CH:22][C:21]([C:26]1[CH:35]=[CH:34][C:33]2[C:28](=[CH:29][CH:30]=[C:31]([C:36]4[NH:37][C:38]([CH:41]5[CH2:45][CH2:44][CH2:43][N:42]5[C:46](=[O:59])[CH:47]([NH:54][C:55]([O:57][CH3:58])=[O:56])[C:48]5[CH:49]=[CH:50][CH:51]=[CH:52][CH:53]=5)=[N:39][CH:40]=4)[CH:32]=2)[CH:27]=1)=[CH:20][CH:19]=3)=[O:7]. The yield is 0.460.